Dataset: Full USPTO retrosynthesis dataset with 1.9M reactions from patents (1976-2016). Task: Predict the reactants needed to synthesize the given product. Given the product [C:8]([C:7]1[CH:2]=[N:3][C:4]([NH2:11])=[CH:5][C:6]=1[NH2:10])#[N:9], predict the reactants needed to synthesize it. The reactants are: Br[C:2]1[C:7]([C:8]#[N:9])=[C:6]([NH2:10])[CH:5]=[C:4]([NH2:11])[N:3]=1.CC([O-])=O.[K+].[OH-].[Na+].